From a dataset of Forward reaction prediction with 1.9M reactions from USPTO patents (1976-2016). Predict the product of the given reaction. Given the reactants C[O:2][C:3]([C:5]1[C:22]2[C:9](=[C:10]3[C:19](=[CH:20][CH:21]=2)[C:18]2[C:13](=[CH:14][CH:15]=[CH:16][CH:17]=2)[S:12](=[O:24])(=[O:23])[NH:11]3)[N:8]=[CH:7][CH:6]=1)=O.[CH3:25][NH2:26], predict the reaction product. The product is: [CH3:25][NH:26][C:3]([C:5]1[C:22]2[C:9](=[C:10]3[C:19](=[CH:20][CH:21]=2)[C:18]2[C:13](=[CH:14][CH:15]=[CH:16][CH:17]=2)[S:12](=[O:23])(=[O:24])[NH:11]3)[N:8]=[CH:7][CH:6]=1)=[O:2].